Dataset: Forward reaction prediction with 1.9M reactions from USPTO patents (1976-2016). Task: Predict the product of the given reaction. Given the reactants Br.[OH:2][C:3]1[CH:4]=[CH:5][C:6]2[CH2:7][C@H:8]3[NH:19][CH2:18][CH2:17][C@@:14]4([C:15]=2[CH:16]=1)[C@H:9]3[CH2:10][CH2:11][CH2:12][CH2:13]4.[OH-].[Na+].CCOC(C)=O, predict the reaction product. The product is: [OH:2][C:3]1[CH:4]=[CH:5][C:6]2[CH2:7][C@H:8]3[NH:19][CH2:18][CH2:17][C@@:14]4([C:15]=2[CH:16]=1)[C@H:9]3[CH2:10][CH2:11][CH2:12][CH2:13]4.